This data is from Full USPTO retrosynthesis dataset with 1.9M reactions from patents (1976-2016). The task is: Predict the reactants needed to synthesize the given product. Given the product [CH3:1][O:2][C:3]([C:5]1[CH:14]=[CH:13][C:12]2[C:7](=[CH:8][CH:9]=[C:10]([O:65][CH3:66])[C:11]=2[CH2:15][N:16]2[C:22](=[O:23])[C@@H:21]([NH:24][C:25](=[O:37])[C@@H:26]([N:28]([C:30]([O:32][C:33]([CH3:36])([CH3:35])[CH3:34])=[O:31])[CH3:29])[CH3:27])[CH2:20][N:19]([C:38](=[O:60])[CH2:39][CH2:40][CH2:41][NH2:42])[C:18]3[CH:61]=[CH:62][CH:63]=[CH:64][C:17]2=3)[CH:6]=1)=[O:4], predict the reactants needed to synthesize it. The reactants are: [CH3:1][O:2][C:3]([C:5]1[CH:14]=[CH:13][C:12]2[C:7](=[CH:8][CH:9]=[C:10]([O:65][CH3:66])[C:11]=2[CH2:15][N:16]2[C:22](=[O:23])[C@@H:21]([NH:24][C:25](=[O:37])[C@@H:26]([N:28]([C:30]([O:32][C:33]([CH3:36])([CH3:35])[CH3:34])=[O:31])[CH3:29])[CH3:27])[CH2:20][N:19]([C:38](=[O:60])[CH2:39][CH2:40][CH2:41][NH:42]C(OCC3C4C=CC=CC=4C4C3=CC=CC=4)=O)[C:18]3[CH:61]=[CH:62][CH:63]=[CH:64][C:17]2=3)[CH:6]=1)=[O:4].